Dataset: Forward reaction prediction with 1.9M reactions from USPTO patents (1976-2016). Task: Predict the product of the given reaction. (1) Given the reactants [F:1][C:2]([F:7])([F:6])[C:3]([OH:5])=[O:4].C(OC(=O)[NH:14][C@H:15]1[CH2:18][C@H:17]([O:19][C:20]2[CH:25]=[C:24]([F:26])[CH:23]=[CH:22][C:21]=2[N+:27]([O-:29])=[O:28])[CH2:16]1)(C)(C)C, predict the reaction product. The product is: [F:1][C:2]([F:7])([F:6])[C:3]([OH:5])=[O:4].[F:26][C:24]1[CH:23]=[CH:22][C:21]([N+:27]([O-:29])=[O:28])=[C:20]([CH:25]=1)[O:19][C@H:17]1[CH2:16][C@H:15]([NH2:14])[CH2:18]1. (2) Given the reactants [C:1]([C:5]1[S:6][C:7]([CH2:14][NH:15][C:16]2[CH:21]=[CH:20][CH:19]=[C:18]([C:22]3[CH:27]=[C:26]([NH:28][C:29]4[CH:34]=[CH:33][N:32]=[CH:31][N:30]=4)[C:25](=[O:35])[N:24]([CH3:36])[CH:23]=3)[C:17]=2[CH2:37][O:38][Si:39]([C:42]([CH3:45])([CH3:44])[CH3:43])([CH3:41])[CH3:40])=[C:8]([C:10]([O:12]C)=[O:11])[N:9]=1)([CH3:4])([CH3:3])[CH3:2].[OH-].[Li+], predict the reaction product. The product is: [C:1]([C:5]1[S:6][C:7]([CH2:14][NH:15][C:16]2[CH:21]=[CH:20][CH:19]=[C:18]([C:22]3[CH:27]=[C:26]([NH:28][C:29]4[CH:34]=[CH:33][N:32]=[CH:31][N:30]=4)[C:25](=[O:35])[N:24]([CH3:36])[CH:23]=3)[C:17]=2[CH2:37][O:38][Si:39]([C:42]([CH3:45])([CH3:44])[CH3:43])([CH3:41])[CH3:40])=[C:8]([C:10]([OH:12])=[O:11])[N:9]=1)([CH3:4])([CH3:2])[CH3:3].